Task: Predict the reactants needed to synthesize the given product.. Dataset: Retrosynthesis with 50K atom-mapped reactions and 10 reaction types from USPTO (1) Given the product CCOCn1cc(Cl)c(OC(=O)c2ccccc2)cc1=O, predict the reactants needed to synthesize it. The reactants are: CCOCn1cc(Cl)c(O)cc1=O.O=C(Cl)c1ccccc1. (2) Given the product O=[N+]([O-])c1c[nH]nc1-c1nc2cc(CN3CCOCC3)ccc2[nH]1, predict the reactants needed to synthesize it. The reactants are: Nc1ccc(CN2CCOCC2)cc1N.O=C(O)c1n[nH]cc1[N+](=O)[O-]. (3) Given the product C=C(C)c1cc(C(F)(F)F)cc(S(=O)(=O)N(C)[C@@H]2CCCc3c(OCC(=O)OC(C)(C)C)cccc32)c1, predict the reactants needed to synthesize it. The reactants are: C=C(C)B1OC(C)(C)C(C)(C)O1.CN([C@@H]1CCCc2c(OCC(=O)OC(C)(C)C)cccc21)S(=O)(=O)c1cc(Br)cc(C(F)(F)F)c1. (4) The reactants are: COc1ccc2c(=O)n(CCNC(=O)OC(C)(C)C)c(CN(C)C)c(-c3ccccc3)c2c1. Given the product COc1ccc2c(=O)n(CCN)c(CN(C)C)c(-c3ccccc3)c2c1, predict the reactants needed to synthesize it.